Dataset: Forward reaction prediction with 1.9M reactions from USPTO patents (1976-2016). Task: Predict the product of the given reaction. (1) Given the reactants [CH3:1][N:2]1[C:6](=[O:7])[CH2:5][C:4](=[O:8])[NH:3]1.S(=O)(=O)(O)O.[CH2:14](O)[CH3:15], predict the reaction product. The product is: [CH2:14]([O:8][C:4]1[CH:5]=[C:6]([OH:7])[N:2]([CH3:1])[N:3]=1)[CH3:15]. (2) Given the reactants [CH2:1]([C:3]([F:31])([CH2:29][CH3:30])[CH2:4][N:5]1[CH2:10][CH2:9][CH:8]([CH2:11][O:12][C:13]2[CH:14]=[N:15][C:16]([C:19]3[CH:27]=[CH:26][C:22]([C:23](O)=[O:24])=[C:21]([F:28])[CH:20]=3)=[N:17][CH:18]=2)[CH2:7][CH2:6]1)[CH3:2].[NH:32]1[CH2:39][CH2:38][CH2:37][C@H:33]1[C:34]([NH2:36])=[O:35].C1C=CC2N(O)N=NC=2C=1.C(Cl)CCl.CCN(C(C)C)C(C)C.[NH4+].[Cl-], predict the reaction product. The product is: [CH2:29]([C:3]([F:31])([CH2:1][CH3:2])[CH2:4][N:5]1[CH2:10][CH2:9][CH:8]([CH2:11][O:12][C:13]2[CH:18]=[N:17][C:16]([C:19]3[CH:27]=[CH:26][C:22]([C:23]([N:32]4[CH2:39][CH2:38][CH2:37][C@H:33]4[C:34]([NH2:36])=[O:35])=[O:24])=[C:21]([F:28])[CH:20]=3)=[N:15][CH:14]=2)[CH2:7][CH2:6]1)[CH3:30].